Dataset: Reaction yield outcomes from USPTO patents with 853,638 reactions. Task: Predict the reaction yield, written as a fraction of the theoretical maximum amount of product (1.0 means a 100% yield; for example, 0.34 means a 34% yield). The reactants are [Cl:1][C:2]1[N:10]=[CH:9][CH:8]=[C:7]([Cl:11])[C:3]=1[C:4]([OH:6])=[O:5].[CH2:12]1CCN2C(=NCCC2)CC1.CI. The catalyst is C(#N)C. The product is [Cl:1][C:2]1[N:10]=[CH:9][CH:8]=[C:7]([Cl:11])[C:3]=1[C:4]([O:6][CH3:12])=[O:5]. The yield is 0.490.